This data is from Peptide-MHC class II binding affinity with 134,281 pairs from IEDB. The task is: Regression. Given a peptide amino acid sequence and an MHC pseudo amino acid sequence, predict their binding affinity value. This is MHC class II binding data. (1) The peptide sequence is GGACGYKDVDKPPFS. The MHC is DRB1_1302 with pseudo-sequence DRB1_1302. The binding affinity (normalized) is 0. (2) The peptide sequence is PELKPGESRHTSDHM. The MHC is HLA-DPA10201-DPB10101 with pseudo-sequence HLA-DPA10201-DPB10101. The binding affinity (normalized) is 0.113. (3) The peptide sequence is ALQSHDDVALVSVMW. The MHC is DRB1_0401 with pseudo-sequence DRB1_0401. The binding affinity (normalized) is 0.0881. (4) The peptide sequence is AFILFGDNLFPKV. The MHC is DRB3_0101 with pseudo-sequence DRB3_0101. The binding affinity (normalized) is 0.745. (5) The peptide sequence is AFILDGANLFPKV. The MHC is HLA-DQA10501-DQB10201 with pseudo-sequence HLA-DQA10501-DQB10201. The binding affinity (normalized) is 0.350. (6) The peptide sequence is KTRRFLPQILAECAR. The MHC is DRB5_0101 with pseudo-sequence DRB5_0101. The binding affinity (normalized) is 0.434. (7) The peptide sequence is MLLDGVSVVASLPLF. The MHC is DRB1_0101 with pseudo-sequence DRB1_0101. The binding affinity (normalized) is 0.821. (8) The peptide sequence is KQQGIRYANPIAFFR. The MHC is HLA-DPA10103-DPB10301 with pseudo-sequence HLA-DPA10103-DPB10301. The binding affinity (normalized) is 0.668.